Predict which catalyst facilitates the given reaction. From a dataset of Catalyst prediction with 721,799 reactions and 888 catalyst types from USPTO. Reactant: [Cl:1][C:2]1[CH:3]=[CH:4][C:5]2[N:11]3[C:12]([CH:15]([CH3:17])[CH3:16])=[N:13][N:14]=[C:10]3[C@@H:9]([CH2:18][CH2:19][OH:20])[O:8][C@H:7]([C:21]3[CH:26]=[CH:25][CH:24]=[C:23]([O:27][CH3:28])[C:22]=3[O:29][CH3:30])[C:6]=2[CH:31]=1.C(N(CC)CC)C.[CH3:39][S:40](Cl)(=[O:42])=[O:41].C(=O)(O)[O-].[Na+]. Product: [CH3:39][S:40]([O:20][CH2:19][CH2:18][C@H:9]1[O:8][C@H:7]([C:21]2[CH:26]=[CH:25][CH:24]=[C:23]([O:27][CH3:28])[C:22]=2[O:29][CH3:30])[C:6]2[CH:31]=[C:2]([Cl:1])[CH:3]=[CH:4][C:5]=2[N:11]2[C:12]([CH:15]([CH3:17])[CH3:16])=[N:13][N:14]=[C:10]12)(=[O:42])=[O:41]. The catalyst class is: 4.